Dataset: Full USPTO retrosynthesis dataset with 1.9M reactions from patents (1976-2016). Task: Predict the reactants needed to synthesize the given product. (1) Given the product [CH3:1][O:2][C:3]1[C:11]([C:12]([F:15])([F:14])[F:13])=[CH:10][C:6]([C:7]([Cl:26])=[O:8])=[CH:5][C:4]=1[C:16]([N:18]1[CH2:22][CH2:21][CH2:20][CH2:19]1)=[O:17], predict the reactants needed to synthesize it. The reactants are: [CH3:1][O:2][C:3]1[C:11]([C:12]([F:15])([F:14])[F:13])=[CH:10][C:6]([C:7](O)=[O:8])=[CH:5][C:4]=1[C:16]([N:18]1[CH2:22][CH2:21][CH2:20][CH2:19]1)=[O:17].C(Cl)(=O)C([Cl:26])=O. (2) Given the product [CH3:9][O:8][C:5]1[CH:6]=[CH:7][C:2]([C:21](=[O:20])[CH3:22])=[CH:3][C:4]=1[CH2:10][CH2:11][CH2:12][CH2:13][O:14][CH3:15], predict the reactants needed to synthesize it. The reactants are: Br[C:2]1[CH:7]=[CH:6][C:5]([O:8][CH3:9])=[C:4]([CH2:10][CH2:11][CH2:12][CH2:13][O:14][CH3:15])[CH:3]=1.[Cl-].[Li+].[F-].[K+].[O:20]1CC[CH2:22][CH2:21]1. (3) Given the product [Si:1]([O:8][C@H:9]1[C@H:16]2[C@H:12]([NH:13][C:14](=[O:17])[O:15]2)[CH2:11][CH2:10]1)([C:4]([CH3:7])([CH3:5])[CH3:6])([CH3:3])[CH3:2], predict the reactants needed to synthesize it. The reactants are: [Si:1]([O:8][C@H:9]1[C@H:16]2[C@H:12]([N:13](S(C3C=CC=CC=3[N+]([O-])=O)(=O)=O)[C:14](=[O:17])[O:15]2)[CH2:11][CH2:10]1)([C:4]([CH3:7])([CH3:6])[CH3:5])([CH3:3])[CH3:2].C(N[C@H](C(O)=O)CS)(=O)C. (4) Given the product [Cl:1][C:2]1[CH:3]=[N:4][C:5]([N:23]2[CH2:26][CH:25]([C:27]([C:28]3[CH:33]=[CH:32][CH:31]=[C:30]([F:34])[CH:29]=3)=[N:39][O:38][CH3:37])[CH2:24]2)=[C:6]([CH:22]=1)[C:7]([NH:9][C:10]1([C:13]2[CH:14]=[CH:15][C:16]([C:17]([OH:19])=[O:18])=[CH:20][CH:21]=2)[CH2:11][CH2:12]1)=[O:8], predict the reactants needed to synthesize it. The reactants are: [Cl:1][C:2]1[CH:3]=[N:4][C:5]([N:23]2[CH2:26][CH:25]([C:27](=O)[C:28]3[CH:33]=[CH:32][CH:31]=[C:30]([F:34])[CH:29]=3)[CH2:24]2)=[C:6]([CH:22]=1)[C:7]([NH:9][C:10]1([C:13]2[CH:21]=[CH:20][C:16]([C:17]([OH:19])=[O:18])=[CH:15][CH:14]=2)[CH2:12][CH2:11]1)=[O:8].Cl.[CH3:37][O:38][NH2:39]. (5) Given the product [Br:24][C:9]1[C:10]([NH2:13])=[N:11][CH:12]=[C:7]([CH:4]2[CH2:5][CH2:6][O:1][CH2:2][CH2:3]2)[CH:8]=1, predict the reactants needed to synthesize it. The reactants are: [O:1]1[CH2:6][CH2:5][CH:4]([C:7]2[CH:8]=[CH:9][C:10]([NH2:13])=[N:11][CH:12]=2)[CH2:3][CH2:2]1.C(#N)C.C1C(=O)N([Br:24])C(=O)C1. (6) The reactants are: [Cl:1][C:2]1[N:3]=[C:4]2[C:9](=[CH:10][CH:11]=1)[N:8]=[CH:7][C:6]([C:12](OCC)=[O:13])=[C:5]2[NH:17][C:18]1[CH:23]=[CH:22][C:21]([C:24]([C:27]#[N:28])([CH3:26])[CH3:25])=[CH:20][CH:19]=1.C(O)C.[BH4-].[Na+]. Given the product [Cl:1][C:2]1[N:3]=[C:4]2[C:9](=[CH:10][CH:11]=1)[N:8]=[CH:7][C:6]([CH2:12][OH:13])=[C:5]2[NH:17][C:18]1[CH:23]=[CH:22][C:21]([C:24]([CH3:26])([CH3:25])[C:27]#[N:28])=[CH:20][CH:19]=1, predict the reactants needed to synthesize it. (7) Given the product [C:4]1(=[O:33])[N:5]([CH2:6][C:7]2[C:12]([C:13]([OH:15])=[O:14])=[CH:11][C:10]([C:17]3[CH:18]=[CH:19][C:20](=[O:26])[N:21]([CH:23]([CH3:24])[CH3:25])[N:22]=3)=[C:9]([C:27]3[CH:32]=[CH:31][CH:30]=[CH:29][CH:28]=3)[N:8]=2)[C:1](=[O:38])[C:2]2=[CH:37][CH:36]=[CH:35][CH:34]=[C:3]12, predict the reactants needed to synthesize it. The reactants are: [C:1]1(=[O:38])[N:5]([CH2:6][C:7]2[C:12]([C:13]([O:15]C)=[O:14])=[CH:11][C:10]([C:17]3[CH:18]=[CH:19][C:20](=[O:26])[N:21]([CH:23]([CH3:25])[CH3:24])[N:22]=3)=[C:9]([C:27]3[CH:32]=[CH:31][CH:30]=[CH:29][CH:28]=3)[N:8]=2)[C:4](=[O:33])[C:3]2=[CH:34][CH:35]=[CH:36][CH:37]=[C:2]12.C[Si](I)(C)C.O.C(Cl)(Cl)Cl.